Dataset: Forward reaction prediction with 1.9M reactions from USPTO patents (1976-2016). Task: Predict the product of the given reaction. (1) Given the reactants ClC1C=CC=C(C(OO)=[O:9])C=1.[F:12][C:13]1[C:22]([C:23](=[CH2:28])[C:24]([O:26][CH3:27])=[O:25])=[C:21]2[C:16]([CH:17]=[CH:18][C:19]([O:29][CH3:30])=[N:20]2)=[CH:15][CH:14]=1.COC(=O)CC1C(F)=CC=C2C=1N=C(OC)C=C2.S([O-])([O-])=O.[Na+].[Na+].C(=O)(O)[O-].[Na+], predict the reaction product. The product is: [F:12][C:13]1[C:22]([C:23]2([C:24]([O:26][CH3:27])=[O:25])[CH2:28][O:9]2)=[C:21]2[C:16]([CH:17]=[CH:18][C:19]([O:29][CH3:30])=[N:20]2)=[CH:15][CH:14]=1. (2) Given the reactants C([Li])CCC.[CH3:6][N:7]1[C:11]2[CH:12]=[CH:13][C:14]([CH2:16][N:17]3[CH2:21][CH2:20][CH2:19][CH2:18]3)=[CH:15][C:10]=2[N:9]=[CH:8]1.[I:22]N1C(=O)CCC1=O, predict the reaction product. The product is: [I:22][C:8]1[N:7]([CH3:6])[C:11]2[CH:12]=[CH:13][C:14]([CH2:16][N:17]3[CH2:21][CH2:20][CH2:19][CH2:18]3)=[CH:15][C:10]=2[N:9]=1. (3) Given the reactants [CH3:1][N:2]1[C:6]([C:7]([N:9]2[CH2:15][C:14]3[CH:16]=[C:17]([C:20]4[CH:21]=[CH:22][C:23]5[N:27]=[C:26]([CH3:28])[NH:25][C:24]=5[CH:29]=4)[CH:18]=[CH:19][C:13]=3[O:12][CH2:11][CH2:10]2)=[O:8])=[CH:5][CH:4]=[C:3]1[C:30]([O:32]C)=[O:31].[OH-].[Li+], predict the reaction product. The product is: [CH3:1][N:2]1[C:6]([C:7]([N:9]2[CH2:15][C:14]3[CH:16]=[C:17]([C:20]4[CH:21]=[CH:22][C:23]5[N:27]=[C:26]([CH3:28])[NH:25][C:24]=5[CH:29]=4)[CH:18]=[CH:19][C:13]=3[O:12][CH2:11][CH2:10]2)=[O:8])=[CH:5][CH:4]=[C:3]1[C:30]([OH:32])=[O:31]. (4) Given the reactants C([O:3][C:4](=[O:16])[C:5]([CH3:15])([S:7]([CH2:10][CH2:11][CH:12]([CH3:14])[CH3:13])(=[O:9])=[O:8])[CH3:6])C.O.[OH-].[Li+], predict the reaction product. The product is: [CH3:15][C:5]([S:7]([CH2:10][CH2:11][CH:12]([CH3:14])[CH3:13])(=[O:9])=[O:8])([CH3:6])[C:4]([OH:16])=[O:3].